This data is from Full USPTO retrosynthesis dataset with 1.9M reactions from patents (1976-2016). The task is: Predict the reactants needed to synthesize the given product. (1) Given the product [Cl:29][C:30]1[CH:35]=[CH:34][C:33]([CH2:36][N:25]2[C:26]([CH3:28])=[CH:27][C:23](/[C:8](/[F:7])=[CH:9]/[C:10]3[CH:15]=[CH:14][C:13]([C:16]([CH3:22])([CH3:21])[C:17]([F:20])([F:19])[F:18])=[CH:12][CH:11]=3)=[N:24]2)=[CH:32][N:31]=1, predict the reactants needed to synthesize it. The reactants are: CC(C)([O-])C.[K+].[F:7]/[C:8](/[C:23]1[CH:27]=[C:26]([CH3:28])[NH:25][N:24]=1)=[CH:9]\[C:10]1[CH:15]=[CH:14][C:13]([C:16]([CH3:22])([CH3:21])[C:17]([F:20])([F:19])[F:18])=[CH:12][CH:11]=1.[Cl:29][C:30]1[CH:35]=[CH:34][C:33]([CH2:36]Cl)=[CH:32][N:31]=1.O. (2) Given the product [N+:1]([C:4]1[CH:5]=[C:6]([CH:7]=[CH:8][CH:9]=1)[O:10][CH:12]1[CH2:13][CH2:14][CH2:15][CH2:16][O:11]1)([O-:3])=[O:2], predict the reactants needed to synthesize it. The reactants are: [N+:1]([C:4]1[CH:5]=[C:6]([OH:10])[CH:7]=[CH:8][CH:9]=1)([O-:3])=[O:2].[O:11]1[CH:16]=[CH:15][CH2:14][CH2:13][CH2:12]1.C1(C)C=CC(S([O-])(=O)=O)=CC=1.[NH+]1C=CC=CC=1. (3) Given the product [C:1]([C:3]1[CH:4]=[C:5]([CH:26]=[CH:27][CH:28]=1)[C:6]([NH:8][C:9]1[C:10]([NH2:23])=[CH:11][C:12]([O:15][Si:16]([CH3:21])([CH3:22])[C:17]([CH3:20])([CH3:19])[CH3:18])=[CH:13][CH:14]=1)=[O:7])#[N:2], predict the reactants needed to synthesize it. The reactants are: [C:1]([C:3]1[CH:4]=[C:5]([CH:26]=[CH:27][CH:28]=1)[C:6]([NH:8][C:9]1[CH:14]=[CH:13][C:12]([O:15][Si:16]([CH3:22])([CH3:21])[C:17]([CH3:20])([CH3:19])[CH3:18])=[CH:11][C:10]=1[N+:23]([O-])=O)=[O:7])#[N:2].CCO. (4) Given the product [OH:36][C:33]1[CH:34]=[CH:35][C:30]([CH2:29][CH2:28][NH:27][C:2]2[N:7]=[C:6]([C:8]3[CH:9]=[C:10]([CH:24]=[CH:25][CH:26]=3)[CH2:11][N:12]([CH2:17][C:18]3[CH:23]=[CH:22][N:21]=[CH:20][CH:19]=3)[S:13]([CH3:16])(=[O:15])=[O:14])[CH:5]=[CH:4][N:3]=2)=[CH:31][CH:32]=1, predict the reactants needed to synthesize it. The reactants are: Cl[C:2]1[N:7]=[C:6]([C:8]2[CH:9]=[C:10]([CH:24]=[CH:25][CH:26]=2)[CH2:11][N:12]([CH2:17][C:18]2[CH:23]=[CH:22][N:21]=[CH:20][CH:19]=2)[S:13]([CH3:16])(=[O:15])=[O:14])[CH:5]=[CH:4][N:3]=1.[NH2:27][CH2:28][CH2:29][C:30]1[CH:35]=[CH:34][C:33]([OH:36])=[CH:32][CH:31]=1. (5) Given the product [C:32]1([NH:34][C:23]([C:22]2[C:13]([NH:12][C:7]3[CH:8]=[CH:9][CH:10]=[CH:11][C:6]=3[Cl:5])=[N:14][C:15]3[C:20]([CH:21]=2)=[CH:19][CH:18]=[C:17]([OH:26])[CH:16]=3)=[O:24])[CH:33]=[CH:28][CH:29]=[CH:30][CH:31]=1, predict the reactants needed to synthesize it. The reactants are: C(Cl)CCl.[Cl:5][C:6]1[CH:11]=[CH:10][CH:9]=[CH:8][C:7]=1[NH:12][C:13]1[C:22]([C:23](O)=[O:24])=[CH:21][C:20]2[C:15](=[CH:16][C:17]([O:26]C)=[CH:18][CH:19]=2)[N:14]=1.[CH:28]1[CH:29]=[CH:30][C:31]2N(O)N=[N:34][C:32]=2[CH:33]=1.NC1C=CC=CC=1. (6) The reactants are: [CH:1]1([N:4]2[C:9](=[O:10])[C:8]3[C:11]([NH:18][C:19]4[CH:24]=[CH:23][C:22]([I:25])=[CH:21][C:20]=4[F:26])=[C:12]([F:17])[C:13](=[O:16])[N:14]([CH3:15])[C:7]=3[C:6]([C:27]3[CH:32]=[CH:31][CH:30]=[C:29]([N+:33]([O-])=O)[CH:28]=3)=[N:5]2)[CH2:3][CH2:2]1.C(N(CC)CC)C.Cl[CH2:44][CH2:45][CH2:46][C:47](Cl)=[O:48].C1CCN2C(=NCCC2)CC1. Given the product [CH:1]1([N:4]2[C:9](=[O:10])[C:8]3[C:11]([NH:18][C:19]4[CH:24]=[CH:23][C:22]([I:25])=[CH:21][C:20]=4[F:26])=[C:12]([F:17])[C:13](=[O:16])[N:14]([CH3:15])[C:7]=3[C:6]([C:27]3[CH:32]=[CH:31][CH:30]=[C:29]([N:33]4[CH2:44][CH2:45][CH2:46][C:47]4=[O:48])[CH:28]=3)=[N:5]2)[CH2:3][CH2:2]1, predict the reactants needed to synthesize it. (7) The reactants are: C(O[BH-](OC(=O)C)OC(=O)C)(=O)C.[Na+].[NH2:15][CH:16]1[CH2:21][CH2:20][N:19]([C:22]([O:24][C:25]([CH3:28])([CH3:27])[CH3:26])=[O:23])[CH2:18][CH2:17]1.[Cl:29][C:30]1[N:31]=[CH:32][S:33][C:34]=1[CH:35]=O.C(O)(=O)C.[OH-].[Na+]. Given the product [C:25]([O:24][C:22]([N:19]1[CH2:18][CH2:17][CH:16]([NH:15][CH2:35][C:34]2[S:33][CH:32]=[N:31][C:30]=2[Cl:29])[CH2:21][CH2:20]1)=[O:23])([CH3:28])([CH3:27])[CH3:26], predict the reactants needed to synthesize it.